Predict the reactants needed to synthesize the given product. From a dataset of Full USPTO retrosynthesis dataset with 1.9M reactions from patents (1976-2016). (1) Given the product [C:22]1([N:7]([C:1]2[CH:6]=[CH:5][CH:4]=[CH:3][CH:2]=2)[C:8](=[O:21])[CH2:9][N:10]2[CH:15]=[CH:14][CH:13]=[C:12]([C:16]([OH:18])=[O:17])[C:11]2=[O:20])[CH:27]=[CH:26][CH:25]=[CH:24][CH:23]=1, predict the reactants needed to synthesize it. The reactants are: [C:1]1([N:7]([C:22]2[CH:27]=[CH:26][CH:25]=[CH:24][CH:23]=2)[C:8](=[O:21])[CH2:9][N:10]2[CH:15]=[CH:14][CH:13]=[C:12]([C:16]([O:18]C)=[O:17])[C:11]2=[O:20])[CH:6]=[CH:5][CH:4]=[CH:3][CH:2]=1.[OH-].[Na+]. (2) Given the product [CH2:1]([O:19][CH:20]([CH2:24][O:25][CH2:26][CH2:27][CH2:28][CH2:29][CH2:30][CH2:31][CH2:32][CH2:33]/[CH:34]=[CH:35]\[CH2:36]/[CH:37]=[CH:38]\[CH2:39][CH2:40][CH2:41][CH2:42][CH3:43])[CH2:21][CH2:22][NH:57][CH2:56][CH2:55][CH2:54][N:49]1[CH:53]=[CH:52][N:51]=[CH:50]1)[CH2:2][CH2:3][CH2:4][CH2:5][CH2:6][CH2:7][CH2:8]/[CH:9]=[CH:10]\[CH2:11]/[CH:12]=[CH:13]\[CH2:14][CH2:15][CH2:16][CH2:17][CH3:18], predict the reactants needed to synthesize it. The reactants are: [CH2:1]([O:19][CH:20]([CH2:24][O:25][CH2:26][CH2:27][CH2:28][CH2:29][CH2:30][CH2:31][CH2:32][CH2:33]/[CH:34]=[CH:35]\[CH2:36]/[CH:37]=[CH:38]\[CH2:39][CH2:40][CH2:41][CH2:42][CH3:43])[CH2:21][CH:22]=O)[CH2:2][CH2:3][CH2:4][CH2:5][CH2:6][CH2:7][CH2:8]/[CH:9]=[CH:10]\[CH2:11]/[CH:12]=[CH:13]\[CH2:14][CH2:15][CH2:16][CH2:17][CH3:18].C([O-])(=O)C.[Na+].[N:49]1([CH2:54][CH2:55][CH2:56][NH2:57])[CH:53]=[CH:52][N:51]=[CH:50]1.C(O[BH-](OC(=O)C)OC(=O)C)(=O)C.[Na+]. (3) Given the product [ClH:56].[F:55][C:2]1([F:1])[CH2:6][NH:5][C@H:4]([C:14]2[NH:15][C:16]([C:19]3[CH:24]=[N:23][C:22]([C:25]4[CH:26]=[CH:27][C:28]([C:31]5[N:32]=[C:33]([C@@H:36]6[CH2:48][N:46]7[C:47]8[CH:39]([C@@H:40]([NH:49][C:50](=[O:51])[O:52][CH3:53])[CH2:41][CH2:42][C:43]=8[CH:44]=[CH:45]7)[C:38](=[O:54])[CH2:37]6)[NH:34][CH:35]=5)=[CH:29][CH:30]=4)=[N:21][CH:20]=3)=[CH:17][N:18]=2)[CH2:3]1, predict the reactants needed to synthesize it. The reactants are: [F:1][C:2]1([F:55])[CH2:6][N:5](C(OC(C)(C)C)=O)[C@H:4]([C:14]2[NH:15][C:16]([C:19]3[CH:20]=[N:21][C:22]([C:25]4[CH:30]=[CH:29][C:28]([C:31]5[N:32]=[C:33]([C@@H:36]6[CH2:48][N:46]7[C:47]8[CH:39]([C@@H:40]([NH:49][C:50]([O:52][CH3:53])=[O:51])[CH2:41][CH2:42][C:43]=8[CH:44]=[CH:45]7)[C:38](=[O:54])[CH2:37]6)[NH:34][CH:35]=5)=[CH:27][CH:26]=4)=[N:23][CH:24]=3)=[CH:17][N:18]=2)[CH2:3]1.[ClH:56].O1CCOCC1. (4) Given the product [CH2:7]([O:14][C:15]1[CH:16]=[CH:17][C:18]([C:21]2[N:25]([C:26]3[CH:31]=[CH:30][C:29]([Cl:32])=[CH:28][C:27]=3[Cl:33])[N:24]=[C:23]([C:34]([O:36][CH2:40][C:39]([Cl:43])([Cl:42])[Cl:38])=[O:35])[C:22]=2[CH3:37])=[CH:19][CH:20]=1)[C:8]1[CH:9]=[CH:10][CH:11]=[CH:12][CH:13]=1, predict the reactants needed to synthesize it. The reactants are: C(Cl)(=O)C(Cl)=O.[CH2:7]([O:14][C:15]1[CH:20]=[CH:19][C:18]([C:21]2[N:25]([C:26]3[CH:31]=[CH:30][C:29]([Cl:32])=[CH:28][C:27]=3[Cl:33])[N:24]=[C:23]([C:34]([OH:36])=[O:35])[C:22]=2[CH3:37])=[CH:17][CH:16]=1)[C:8]1[CH:13]=[CH:12][CH:11]=[CH:10][CH:9]=1.[Cl:38][C:39]([Cl:43])([Cl:42])[CH2:40]O.CCN(C(C)C)C(C)C. (5) Given the product [N:1]1([C:6]2[CH:7]=[C:8]([CH:11]=[CH:12][CH:13]=2)[CH:9]=[N:22][OH:23])[CH:5]=[N:4][CH:3]=[N:2]1, predict the reactants needed to synthesize it. The reactants are: [N:1]1([C:6]2[CH:7]=[C:8]([CH:11]=[CH:12][CH:13]=2)[CH:9]=O)[CH:5]=[N:4][CH:3]=[N:2]1.C(N(CC)CC)C.Cl.[NH2:22][OH:23].